From a dataset of Peptide-MHC class I binding affinity with 185,985 pairs from IEDB/IMGT. Regression. Given a peptide amino acid sequence and an MHC pseudo amino acid sequence, predict their binding affinity value. This is MHC class I binding data. (1) The peptide sequence is APRTLVLLL. The MHC is HLA-B27:05 with pseudo-sequence HLA-B27:05. The binding affinity (normalized) is 0.0847. (2) The peptide sequence is IAEYIAGLK. The MHC is HLA-A03:01 with pseudo-sequence HLA-A03:01. The binding affinity (normalized) is 0.617. (3) The peptide sequence is EDQFLPFMS. The MHC is HLA-B44:02 with pseudo-sequence HLA-B44:02. The binding affinity (normalized) is 0.0973. (4) The binding affinity (normalized) is 0.0847. The MHC is HLA-A69:01 with pseudo-sequence HLA-A69:01. The peptide sequence is LVKTESWIL. (5) The peptide sequence is FESTITGEY. The MHC is HLA-A29:02 with pseudo-sequence HLA-A29:02. The binding affinity (normalized) is 0.808. (6) The peptide sequence is PQVLGGLSF. The MHC is HLA-A68:02 with pseudo-sequence HLA-A68:02. The binding affinity (normalized) is 0.0847. (7) The peptide sequence is YVIKVSARV. The MHC is HLA-B58:01 with pseudo-sequence HLA-B58:01. The binding affinity (normalized) is 0. (8) The peptide sequence is GPRGRHVVL. The MHC is HLA-A02:06 with pseudo-sequence HLA-A02:06. The binding affinity (normalized) is 0.0847. (9) The peptide sequence is EMRQKHSQAV. The MHC is HLA-A02:01 with pseudo-sequence HLA-A02:01. The binding affinity (normalized) is 0.0358.